This data is from Catalyst prediction with 721,799 reactions and 888 catalyst types from USPTO. The task is: Predict which catalyst facilitates the given reaction. (1) Reactant: [C:1]([O:5][C:6]([N:8]1[CH2:15][CH2:14][C:11]2([O:13][CH2:12]2)[CH2:10][CH2:9]1)=[O:7])([CH3:4])([CH3:3])[CH3:2].[NH3:16]. Product: [C:1]([O:5][C:6]([N:8]1[CH2:15][CH2:14][C:11]([CH2:12][NH2:16])([OH:13])[CH2:10][CH2:9]1)=[O:7])([CH3:4])([CH3:3])[CH3:2]. The catalyst class is: 8. (2) Reactant: C[O-].[Na+].[C:4]([C:6]1[CH:11]=[CH:10][C:9]([CH2:12][C:13]#[N:14])=[CH:8][CH:7]=1)#[N:5].[N:15]([C:18]1[CH:23]=[CH:22][C:21]([Cl:24])=[CH:20][C:19]=1[Cl:25])=[N+:16]=[N-:17]. Product: [NH2:14][C:13]1[N:15]([C:18]2[CH:23]=[CH:22][C:21]([Cl:24])=[CH:20][C:19]=2[Cl:25])[N:16]=[N:17][C:12]=1[C:9]1[CH:10]=[CH:11][C:6]([C:4]#[N:5])=[CH:7][CH:8]=1. The catalyst class is: 5. (3) Reactant: [CH3:1][S:2](Cl)(=[O:4])=[O:3].[CH2:6]([O:8][C:9](=[O:19])[C@@H:10]1[CH2:14][CH:13]([OH:15])[CH2:12][N:11]1[C:16](=[O:18])[CH3:17])[CH3:7].C(N(CC)CC)C.Cl. Product: [CH2:6]([O:8][C:9](=[O:19])[C@@H:10]1[CH2:14][CH:13]([O:15][S:2]([CH3:1])(=[O:4])=[O:3])[CH2:12][N:11]1[C:16](=[O:18])[CH3:17])[CH3:7]. The catalyst class is: 22. (4) Reactant: [F:1][C:2]1[CH:34]=[CH:33][C:5]([CH2:6][NH:7][C:8]([C:10]2[N:11]=[C:12]3[C:18]4([NH:21][C:22](=[O:28])[O:23][C:24]([CH3:27])([CH3:26])[CH3:25])[CH2:19][CH2:20][CH:15]([CH2:16][CH2:17]4)[CH2:14][N:13]3[C:29](=[O:32])[C:30]=2[OH:31])=[O:9])=[CH:4][CH:3]=1.[CH3:35][S:36](O[S:36]([CH3:35])(=[O:38])=[O:37])(=[O:38])=[O:37]. Product: [CH3:35][S:36]([O:31][C:30]1[C:29](=[O:32])[N:13]2[CH2:14][CH:15]3[CH2:20][CH2:19][C:18]([NH:21][C:22]([O:23][C:24]([CH3:26])([CH3:27])[CH3:25])=[O:28])([C:12]2=[N:11][C:10]=1[C:8](=[O:9])[NH:7][CH2:6][C:5]1[CH:33]=[CH:34][C:2]([F:1])=[CH:3][CH:4]=1)[CH2:17][CH2:16]3)(=[O:38])=[O:37]. The catalyst class is: 10. (5) Reactant: Cl.[NH2:2][CH2:3][C:4]([O:6][CH3:7])=[O:5].C(N(CC)CC)C.[C:15]1([C:20](Cl)=[O:21])[S:19][CH:18]=[CH:17][CH:16]=1. Product: [C:15]1([C:20]([NH:2][CH2:3][C:4]([O:6][CH3:7])=[O:5])=[O:21])[S:19][CH:18]=[CH:17][CH:16]=1. The catalyst class is: 4. (6) Reactant: [NH:1]1[CH2:6][CH2:5][CH2:4][CH:3]([N:7]2[C:11]3=[C:12]4[CH:18]=[CH:17][NH:16][C:13]4=[N:14][CH:15]=[C:10]3[NH:9][C:8]2=[O:19])[CH2:2]1.Br[CH2:21][C:22]([O:24][CH2:25][CH3:26])=[O:23].C([O-])([O-])=O.[K+].[K+].[I-].[K+]. Product: [CH2:25]([O:24][C:22](=[O:23])[CH2:21][N:1]1[CH2:6][CH2:5][CH2:4][CH:3]([N:7]2[C:11]3=[C:12]4[CH:18]=[CH:17][NH:16][C:13]4=[N:14][CH:15]=[C:10]3[NH:9][C:8]2=[O:19])[CH2:2]1)[CH3:26]. The catalyst class is: 408. (7) Reactant: C([O:3][C:4](=[O:37])[CH2:5][CH2:6][CH2:7][C:8]([C:10]1[CH:15]=[C:14]([Cl:16])[CH:13]=[CH:12][C:11]=1[O:17][CH2:18][C:19]([N:21]1[CH2:26][C@H:25]([CH3:27])[N:24]([CH2:28][C:29]2[CH:34]=[CH:33][C:32]([F:35])=[CH:31][CH:30]=2)[CH2:23][C@H:22]1[CH3:36])=[O:20])=[O:9])C.O1CCCC1.O.[OH-].[Li+].Cl. Product: [Cl:16][C:14]1[CH:13]=[CH:12][C:11]([O:17][CH2:18][C:19]([N:21]2[CH2:26][C@H:25]([CH3:27])[N:24]([CH2:28][C:29]3[CH:30]=[CH:31][C:32]([F:35])=[CH:33][CH:34]=3)[CH2:23][C@H:22]2[CH3:36])=[O:20])=[C:10]([C:8](=[O:9])[CH2:7][CH2:6][CH2:5][C:4]([OH:37])=[O:3])[CH:15]=1. The catalyst class is: 72. (8) Reactant: [CH:1]1([CH2:7][C@H:8]([N:12]2[CH2:16][C:15]([O:17][C:18]3[CH:23]=[CH:22][CH:21]=[C:20]([O:24][C:25]([F:28])([F:27])[F:26])[CH:19]=3)=[CH:14][C:13]2=[O:29])[C:9]([OH:11])=O)[CH2:6][CH2:5][CH2:4][CH2:3][CH2:2]1.Cl.[CH3:31]N(C)CCCN=C=NCC.C(N(CC)C(C)C)(C)C.ON1C2C=CC=CC=2N=N1.Cl.[OH:62][C@@H:63]([CH2:93]O)[CH2:64][N:65]1[CH:69]=[CH:68][C:67]([NH:70]C(=O)[C@@H](N2CC(OC3C=CC=C(Cl)C=3Cl)=CC2=O)CC(C)C)=[N:66]1. Product: [CH:1]1([CH2:7][C@H:8]([N:12]2[CH2:16][C:15]([O:17][C:18]3[CH:23]=[CH:22][CH:21]=[C:20]([O:24][C:25]([F:28])([F:26])[F:27])[CH:19]=3)=[CH:14][C:13]2=[O:29])[C:9]([NH:70][C:67]2[CH:68]=[CH:69][N:65]([CH2:64][C:63]([OH:62])([CH3:93])[CH3:31])[N:66]=2)=[O:11])[CH2:6][CH2:5][CH2:4][CH2:3][CH2:2]1. The catalyst class is: 96.